Dataset: Reaction yield outcomes from USPTO patents with 853,638 reactions. Task: Predict the reaction yield, written as a fraction of the theoretical maximum amount of product (1.0 means a 100% yield; for example, 0.34 means a 34% yield). The product is [O:23]=[C:21]([CH:20]1[CH2:19][CH2:18][CH2:17][NH:16][N:15]1[CH2:8][C:9]1[CH:10]=[CH:11][CH:12]=[CH:13][CH:14]=1)[C:1]([O:7][CH3:28])=[O:2]. The yield is 0.724. The catalyst is C(Cl)Cl. The reactants are [C:1]([OH:7])(C(F)(F)F)=[O:2].[CH2:8]([N:15]1[CH:20]([C:21]([O:23]C(C)(C)C)=O)[CH2:19][CH2:18][CH2:17][NH:16]1)[C:9]1[CH:14]=[CH:13][CH:12]=[CH:11][CH:10]=1.[CH2:28](N(CC)CC)C.